This data is from Full USPTO retrosynthesis dataset with 1.9M reactions from patents (1976-2016). The task is: Predict the reactants needed to synthesize the given product. (1) Given the product [N:1]([CH2:4][CH2:5][O:6][S:7]([C:10]1[CH:16]=[CH:15][C:13]([CH3:14])=[CH:12][CH:11]=1)(=[O:9])=[O:8])=[N+:2]=[N-:3], predict the reactants needed to synthesize it. The reactants are: [N:1]([CH2:4][CH2:5][OH:6])=[N+:2]=[N-:3].[S:7](Cl)([C:10]1[CH:16]=[CH:15][C:13]([CH3:14])=[CH:12][CH:11]=1)(=[O:9])=[O:8]. (2) The reactants are: [NH2:1][C:2]1[CH:7]=[CH:6][C:5]([NH:8][C:9]([C:11]2[C:12]([C:17]3[CH:22]=[CH:21][C:20]([C:23]([F:26])([F:25])[F:24])=[CH:19][CH:18]=3)=[CH:13][CH:14]=[CH:15][CH:16]=2)=[O:10])=[CH:4][CH:3]=1.[CH:27]([C:29]1[CH:34]=[N:33][CH:32]=[CH:31][N:30]=1)=[CH2:28].C(O)(=O)C. Given the product [N:30]1[CH:31]=[CH:32][N:33]=[CH:34][C:29]=1[CH2:27][CH2:28][NH:1][C:2]1[CH:7]=[CH:6][C:5]([NH:8][C:9]([C:11]2[C:12]([C:17]3[CH:22]=[CH:21][C:20]([C:23]([F:24])([F:25])[F:26])=[CH:19][CH:18]=3)=[CH:13][CH:14]=[CH:15][CH:16]=2)=[O:10])=[CH:4][CH:3]=1, predict the reactants needed to synthesize it. (3) The reactants are: Cl[C:2]1[C:11]2[N:12]=[C:13]([CH2:27][O:28][CH2:29][CH3:30])[N:14]([CH2:15][C:16]3[O:20][N:19]=[C:18]([C:21]4[CH:26]=[CH:25][CH:24]=[CH:23][CH:22]=4)[CH:17]=3)[C:10]=2[C:9]2[CH:8]=[CH:7][CH:6]=[CH:5][C:4]=2[N:3]=1.[NH3:31].[OH-].[Na+]. Given the product [CH2:29]([O:28][CH2:27][C:13]1[N:14]([CH2:15][C:16]2[O:20][N:19]=[C:18]([C:21]3[CH:26]=[CH:25][CH:24]=[CH:23][CH:22]=3)[CH:17]=2)[C:10]2[C:9]3[CH:8]=[CH:7][CH:6]=[CH:5][C:4]=3[N:3]=[C:2]([NH2:31])[C:11]=2[N:12]=1)[CH3:30], predict the reactants needed to synthesize it. (4) Given the product [Li+:3].[CH3:26][O:25][C:22]1[N:21]=[CH:20][C:19]([N:10]2[C:11]([C:13]3[N:14]=[N:15][CH:16]=[CH:17][CH:18]=3)=[CH:12][C:8]([C:6]([O-:7])=[O:5])=[N:9]2)=[CH:24][CH:23]=1, predict the reactants needed to synthesize it. The reactants are: O.[OH-].[Li+:3].C[O:5][C:6]([C:8]1[CH:12]=[C:11]([C:13]2[N:14]=[N:15][CH:16]=[CH:17][CH:18]=2)[N:10]([C:19]2[CH:20]=[N:21][C:22]([O:25][CH3:26])=[CH:23][CH:24]=2)[N:9]=1)=[O:7].